The task is: Binary Classification. Given a drug SMILES string, predict its activity (active/inactive) in a high-throughput screening assay against a specified biological target.. This data is from M1 muscarinic receptor agonist screen with 61,833 compounds. (1) The molecule is S(c1nn2c(nnc2cc1)c1cccnc1)CC(=O)Nc1noc(c1)C. The result is 0 (inactive). (2) The compound is N(C1CCCCC1)c1ncnc2n(ncc12)c1cc(ccc1)C. The result is 0 (inactive). (3) The drug is O=C(Nc1c(cccc1C)C)CNc1cc(cc(c1)C)C. The result is 0 (inactive). (4) The compound is Clc1cc(N2CCN(CC2)C(=O)c2c(OC)cccc2)ccc1. The result is 0 (inactive). (5) The compound is O=C1N(CC(C1)c1[nH]c2c(n1)cccc2)c1ccccc1. The result is 0 (inactive). (6) The drug is S1CCn2c1ncc(c2=O)C(=O)NCCc1c2c([nH]c1)cccc2. The result is 0 (inactive). (7) The result is 0 (inactive). The drug is S1c2c(N(CC(N(C)C)C)c3c1cccc3)cccc2. (8) The compound is O(c1c(N2C(=O)c3c(C2=O)ccc(c3)C(O)=O)cc(cc1)C)C(=O)C. The result is 0 (inactive). (9) The compound is O=C(NCCC=1CCCCC1)CN1CCN(C2CCCCC2)CC1. The result is 1 (active).